This data is from Full USPTO retrosynthesis dataset with 1.9M reactions from patents (1976-2016). The task is: Predict the reactants needed to synthesize the given product. (1) Given the product [OH:1][C:2]1[CH:3]=[CH:4][C:5]([CH2:8][C:9]2[N:21]([C:18]3[CH:19]=[CH:20][C:15]([I:14])=[CH:16][CH:17]=3)[C:22](=[S:25])[NH:23][N:24]=2)=[CH:6][CH:7]=1, predict the reactants needed to synthesize it. The reactants are: [OH:1][C:2]1[CH:7]=[CH:6][C:5]([CH2:8][C:9](OCC)=O)=[CH:4][CH:3]=1.[I:14][C:15]1[CH:20]=[CH:19][C:18]([NH:21][C:22](=[S:25])[NH:23][NH2:24])=[CH:17][CH:16]=1.C[O-].[Na+]. (2) Given the product [F:1][C:2]1[CH:3]=[C:4]2[C:8](=[CH:9][CH:10]=1)[NH:7][C:6](=[O:11])[C:5]2=[CH:12][C:13]1[CH:14]=[C:15]([CH:27]=[CH:28][CH:29]=1)[C:16]([NH:18][CH2:19][CH2:20][CH2:21][CH2:22][CH2:23][C:24]([NH:43][OH:44])=[O:25])=[O:17], predict the reactants needed to synthesize it. The reactants are: [F:1][C:2]1[CH:3]=[C:4]2[C:8](=[CH:9][CH:10]=1)[NH:7][C:6](=[O:11])[C:5]2=[CH:12][C:13]1[CH:14]=[C:15]([CH:27]=[CH:28][CH:29]=1)[C:16]([NH:18][CH2:19][CH2:20][CH2:21][CH2:22][CH2:23][C:24](O)=[O:25])=[O:17].C(N(CC)CC)C.ClC(OCC)=O.[NH2:43][OH:44].